The task is: Predict the reaction yield, written as a fraction of the theoretical maximum amount of product (1.0 means a 100% yield; for example, 0.34 means a 34% yield).. This data is from Reaction yield outcomes from USPTO patents with 853,638 reactions. (1) The reactants are [BH4-].[Na+].[O:3]=[C:4]1[C:9]([CH2:10][C:11]2[CH:16]=[CH:15][C:14]([C:17]3[C:18]([C:23]#[N:24])=[CH:19][CH:20]=[CH:21][CH:22]=3)=[CH:13][CH:12]=2)=[C:8]([CH2:25][CH2:26][CH3:27])[N:7]2[N:28]=[CH:29][N:30]=[C:6]2[N:5]1[CH:31]1[CH2:36][CH2:35][C:34](=[O:37])[CH2:33][CH2:32]1.O1CCCC1.[Cl-].[NH4+]. The catalyst is CO. The product is [OH:37][C@@H:34]1[CH2:35][CH2:36][C@H:31]([N:5]2[C:4](=[O:3])[C:9]([CH2:10][C:11]3[CH:16]=[CH:15][C:14]([C:17]4[C:18]([C:23]#[N:24])=[CH:19][CH:20]=[CH:21][CH:22]=4)=[CH:13][CH:12]=3)=[C:8]([CH2:25][CH2:26][CH3:27])[N:7]3[N:28]=[CH:29][N:30]=[C:6]23)[CH2:32][CH2:33]1. The yield is 0.130. (2) The reactants are [Cl:1][C:2]1[CH:3]=[CH:4][C:5]2[N:6]([C:8](I)=[C:9]([CH2:11][S:12][CH2:13][C:14]([O:16][CH2:17][CH3:18])=[O:15])[N:10]=2)[CH:7]=1.[C:20]([C:22]1[CH:27]=[CH:26][CH:25]=[C:24]([C:28]([F:31])([F:30])[F:29])[CH:23]=1)#[CH:21].C(N(CC)CC)C. The catalyst is CN(C=O)C.[Cu](I)I.C1C=CC(/C=C/C(/C=C/C2C=CC=CC=2)=O)=CC=1.C1C=CC(/C=C/C(/C=C/C2C=CC=CC=2)=O)=CC=1.C1C=CC(/C=C/C(/C=C/C2C=CC=CC=2)=O)=CC=1.[Pd].[Pd]. The product is [Cl:1][C:2]1[CH:3]=[CH:4][C:5]2[N:6]([C:8]([C:21]#[C:20][C:22]3[CH:27]=[CH:26][CH:25]=[C:24]([C:28]([F:29])([F:30])[F:31])[CH:23]=3)=[C:9]([CH2:11][S:12][CH2:13][C:14]([O:16][CH2:17][CH3:18])=[O:15])[N:10]=2)[CH:7]=1. The yield is 0.850.